From a dataset of Catalyst prediction with 721,799 reactions and 888 catalyst types from USPTO. Predict which catalyst facilitates the given reaction. Reactant: [Cl:1][C:2]1[CH:7]=[C:6]([F:8])[CH:5]=[C:4]([Cl:9])[C:3]=1[N:10]1[C:19](=O)[C:18]2[C:13](=[N:14][C:15](SC)=[N:16][CH:17]=2)[N:12]2[CH:23]=[CH:24][N:25]=[C:11]12.ClC1C=C(C=CC=1)C(OO)=[O:31].[NH2:37][C:38]1[CH:47]=[C:46]2[C:41]([C:42]3([CH2:56][CH2:55]3)[CH2:43][N:44]([C:48]([O:50][C:51]([CH3:54])([CH3:53])[CH3:52])=[O:49])[CH2:45]2)=[CH:40][CH:39]=1. Product: [Cl:1][C:2]1[CH:7]=[C:6]([F:8])[CH:5]=[C:4]([Cl:9])[C:3]=1[N:10]1[C:19]2[N:14]=[CH:15][N:16]=[CH:17][C:18]=2[C:13]2=[N:25][C:24]([NH:37][C:38]3[CH:47]=[C:46]4[C:41]([C:42]5([CH2:55][CH2:56]5)[CH2:43][N:44]([C:48]([O:50][C:51]([CH3:52])([CH3:53])[CH3:54])=[O:49])[CH2:45]4)=[CH:40][CH:39]=3)=[CH:23][N:12]2[C:11]1=[O:31]. The catalyst class is: 124.